This data is from Catalyst prediction with 721,799 reactions and 888 catalyst types from USPTO. The task is: Predict which catalyst facilitates the given reaction. Reactant: [C:1]([O:5][C:6]([N:8]1[CH2:13][CH2:12][CH:11]([C:14]2[C:23]3[C:18](=[CH:19][C:20]([O:24][CH2:25][CH2:26][CH2:27][C:28]#[N:29])=[CH:21][CH:22]=3)[N:17]=[CH:16][N:15]=2)[CH2:10][CH2:9]1)=[O:7])([CH3:4])([CH3:3])[CH3:2].[N-:30]=[N+:31]=[N-:32].[Na+].Cl. Product: [C:1]([O:5][C:6]([N:8]1[CH2:13][CH2:12][CH:11]([C:14]2[C:23]3[C:18](=[CH:19][C:20]([O:24][CH2:25][CH2:26][CH2:27][C:28]4[NH:32][N:31]=[N:30][N:29]=4)=[CH:21][CH:22]=3)[N:17]=[CH:16][N:15]=2)[CH2:10][CH2:9]1)=[O:7])([CH3:4])([CH3:3])[CH3:2]. The catalyst class is: 11.